Dataset: Full USPTO retrosynthesis dataset with 1.9M reactions from patents (1976-2016). Task: Predict the reactants needed to synthesize the given product. (1) Given the product [CH2:1]([C@@H:3]1[CH2:4][CH2:5][C@H:6]([O:9][C:10]2[C:11]([C:34]([F:37])([F:35])[F:36])=[C:12]3[C:17](=[CH:18][CH:19]=2)[N:16]=[C:15]([NH:20][CH:21]2[CH:22]4[CH2:29][CH2:28][CH2:27][CH:26]2[CH2:25][CH:24]([C:30]([OH:32])=[O:31])[CH2:23]4)[CH:14]=[CH:13]3)[CH2:7][CH2:8]1)[CH3:2], predict the reactants needed to synthesize it. The reactants are: [CH2:1]([C@@H:3]1[CH2:8][CH2:7][C@H:6]([O:9][C:10]2[C:11]([C:34]([F:37])([F:36])[F:35])=[C:12]3[C:17](=[CH:18][CH:19]=2)[N:16]=[C:15]([NH:20][CH:21]2[CH:26]4[CH2:27][CH2:28][CH2:29][CH:22]2[CH2:23][CH:24]([C:30]([O:32]C)=[O:31])[CH2:25]4)[CH:14]=[CH:13]3)[CH2:5][CH2:4]1)[CH3:2].[OH-].[Na+].O.Cl. (2) Given the product [N:1]1([C:9]2[CH:16]=[CH:15][C:14]([Br:17])=[CH:13][C:10]=2/[CH:11]=[CH:19]/[C:18]([O:21][CH2:22][CH3:23])=[O:20])[CH2:8][CH2:7][CH2:6][CH2:5][CH2:4][CH2:3][CH2:2]1, predict the reactants needed to synthesize it. The reactants are: [N:1]1([C:9]2[CH:16]=[CH:15][C:14]([Br:17])=[CH:13][C:10]=2[CH:11]=O)[CH2:8][CH2:7][CH2:6][CH2:5][CH2:4][CH2:3][CH2:2]1.[C:18]([O:21][CH2:22][CH3:23])(=[O:20])[CH3:19].[O-]CC.[Na+].